This data is from Catalyst prediction with 721,799 reactions and 888 catalyst types from USPTO. The task is: Predict which catalyst facilitates the given reaction. (1) Reactant: [OH:1][CH2:2][CH2:3][S:4][C:5]1[CH:6]=[C:7]([C:15]2[C:19]3[CH2:20][N:21]([S:24]([CH3:27])(=[O:26])=[O:25])[CH2:22][CH2:23][C:18]=3[N:17]([CH2:28][CH2:29][CH:30]=O)[N:16]=2)[CH:8]=[CH:9][C:10]=1[C:11]([F:14])([F:13])[F:12].[C:32]([OH:35])(=O)[CH3:33].[BH-](O[C:46]([CH3:48])=O)(OC(C)=O)OC(C)=O.[Na+].[OH-].[Na+]. Product: [OH:1][CH2:2][CH2:3][S:4][C:5]1[CH:6]=[C:7]([C:15]2[C:19]3[CH2:20][N:21]([S:24]([CH3:27])(=[O:26])=[O:25])[CH2:22][CH2:23][C:18]=3[N:17]([CH2:28][CH2:29][CH2:30][N:21]3[CH2:22][CH2:23][CH:18]([N:17]4[CH2:46][CH2:48][CH2:33][C:32]4=[O:35])[CH2:19][CH2:20]3)[N:16]=2)[CH:8]=[CH:9][C:10]=1[C:11]([F:13])([F:14])[F:12]. The catalyst class is: 2. (2) Reactant: [Cl:1][C:2]1[CH:3]=[C:4](Br)[CH:5]=[C:6]([F:9])[C:7]=1[Cl:8].[Mg].[C:12]([O:16][C:17]([N:19]1[CH2:23][CH2:22][CH2:21][C:20]1([CH:27]=[O:28])[CH2:24][CH2:25][CH3:26])=[O:18])([CH3:15])([CH3:14])[CH3:13]. Product: [C:12]([O:16][C:17]([N:19]1[CH2:23][CH2:22][CH2:21][C:20]1([CH:27]([C:4]1[CH:5]=[C:6]([F:9])[C:7]([Cl:8])=[C:2]([Cl:1])[CH:3]=1)[OH:28])[CH2:24][CH2:25][CH3:26])=[O:18])([CH3:14])([CH3:15])[CH3:13]. The catalyst class is: 1. (3) The catalyst class is: 8. Product: [C:1]([O:5][C:6]([NH:8][C:9]1[CH:10]=[CH:11][C:12]([C:15]2[N:25]([C:27]3[CH:32]=[N:31][CH:30]=[CH:29][N:28]=3)[N:26]=[C:17]([C:18]([O:20][CH2:21][CH3:22])=[O:19])[CH:16]=2)=[N:13][CH:14]=1)=[O:7])([CH3:4])([CH3:3])[CH3:2]. Reactant: [C:1]([O:5][C:6]([NH:8][C:9]1[CH:10]=[CH:11][C:12]([C:15](=O)[CH2:16][C:17](=O)[C:18]([O:20][CH2:21][CH3:22])=[O:19])=[N:13][CH:14]=1)=[O:7])([CH3:4])([CH3:3])[CH3:2].[NH:25]([C:27]1[CH:32]=[N:31][CH:30]=[CH:29][N:28]=1)[NH2:26]. (4) Reactant: [Si:1]([O:8][C@@H:9]1[C@@H:13]([CH2:14][O:15][Si](C(C)(C)C)(C)C)[O:12][C@@H:11]([N:23]2[C:27]3[N:28]=[C:29]([Cl:33])[N:30]=[C:31]([NH2:32])[C:26]=3[CH:25]=[CH:24]2)[CH2:10]1)([C:4]([CH3:7])([CH3:6])[CH3:5])([CH3:3])[CH3:2].FC(F)(F)C(O)=O.O.C1(C)C=CC=CC=1. Product: [NH2:32][C:31]1[C:26]2[CH:25]=[CH:24][N:23]([C@@H:11]3[O:12][C@H:13]([CH2:14][OH:15])[C@@H:9]([O:8][Si:1]([C:4]([CH3:7])([CH3:6])[CH3:5])([CH3:2])[CH3:3])[CH2:10]3)[C:27]=2[N:28]=[C:29]([Cl:33])[N:30]=1. The catalyst class is: 1. (5) Reactant: CC(C)([O-])C.[K+].CCO[CH:10]([O:19]CC)[C:11]1[CH:16]=[CH:15][C:14]([CH:17]=O)=[CH:13][CH:12]=1.[Br-].[C:23]1([N:29]([C:50]2[CH:55]=[CH:54][CH:53]=[CH:52][CH:51]=2)[C:30]2[CH:49]=[CH:48][C:33]([CH2:34][P+](CCCC)(CCCC)CCCC)=[CH:32][CH:31]=2)[CH:28]=[CH:27][CH:26]=[CH:25][CH:24]=1.Cl. Product: [C:50]1([N:29]([C:23]2[CH:24]=[CH:25][CH:26]=[CH:27][CH:28]=2)[C:30]2[CH:49]=[CH:48][C:33]([CH:34]=[CH:17][C:14]3[CH:13]=[CH:12][C:11]([CH:10]=[O:19])=[CH:16][CH:15]=3)=[CH:32][CH:31]=2)[CH:51]=[CH:52][CH:53]=[CH:54][CH:55]=1. The catalyst class is: 1. (6) Reactant: [Br:1][C:2]1[CH:3]=[CH:4][C:5]([C:9]([NH2:11])=O)=[N:6][C:7]=1[CH3:8].COC(OC)[N:15]([CH3:17])C.[NH2:20]N. Product: [Br:1][C:2]1[C:7]([CH3:8])=[N:6][C:5]([C:9]2[N:11]=[CH:17][NH:15][N:20]=2)=[CH:4][CH:3]=1. The catalyst class is: 15. (7) Reactant: [CH3:1]/[CH:2]=[CH:3]\[CH3:4].[CH3:5]/[CH:6]=[CH:7]/[CH3:8].[CH2:9]=[C:10](C)C.C=CC=C.C=CCC.CCCC. Product: [CH:2]([C:6]1[CH:5]=[CH:10][CH:9]=[CH:8][CH:7]=1)([CH2:3][CH3:4])[CH3:1]. The catalyst class is: 48.